Dataset: Reaction yield outcomes from USPTO patents with 853,638 reactions. Task: Predict the reaction yield, written as a fraction of the theoretical maximum amount of product (1.0 means a 100% yield; for example, 0.34 means a 34% yield). (1) The reactants are [Cl:1][C:2]1[CH:36]=[CH:35][CH:34]=[C:33]([C:37]([F:40])([F:39])[F:38])[C:3]=1[C:4]([N:6]1[C:14]2[C:9](=[CH:10][CH:11]=[C:12]([C:15](=O)/[N:16]=[CH:17]/[N:18](C)C)[CH:13]=2)[C:8]([C:22]2[CH:31]=[CH:30][C:25]([C:26]([O:28][CH3:29])=[O:27])=[CH:24][C:23]=2[F:32])=[N:7]1)=[O:5].[NH2:41]N.C([O-])(O)=O.[Na+]. The catalyst is CC(O)=O.O. The product is [Cl:1][C:2]1[CH:36]=[CH:35][CH:34]=[C:33]([C:37]([F:40])([F:38])[F:39])[C:3]=1[C:4]([N:6]1[C:14]2[C:9](=[CH:10][CH:11]=[C:12]([C:15]3[NH:16][CH:17]=[N:18][N:41]=3)[CH:13]=2)[C:8]([C:22]2[CH:31]=[CH:30][C:25]([C:26]([O:28][CH3:29])=[O:27])=[CH:24][C:23]=2[F:32])=[N:7]1)=[O:5]. The yield is 0.500. (2) The reactants are [N:1]([C@H:4]1[C:12]2[C:7](=[CH:8][C:9]([Br:13])=[CH:10][CH:11]=2)[CH2:6][CH2:5]1)=[N+]=[N-].O.O.Cl[Sn]Cl. The catalyst is CO. The product is [Br:13][C:9]1[CH:8]=[C:7]2[C:12](=[CH:11][CH:10]=1)[C@H:4]([NH2:1])[CH2:5][CH2:6]2. The yield is 0.640. (3) The reactants are [CH3:1][S:2][C:3]1[CH:8]=[CH:7][CH:6]=[CH:5][C:4]=1[C:9]1[NH:13][CH:12]=[C:11]([CH:14]=[O:15])[CH:10]=1.ClC1C=CC=C(C(OO)=[O:24])C=1.S([O-])([O-])(=O)=S.[Na+].[Na+]. The catalyst is C(OCC)(=O)C. The product is [CH3:1][S:2]([C:3]1[CH:8]=[CH:7][CH:6]=[CH:5][C:4]=1[C:9]1[NH:13][CH:12]=[C:11]([CH:14]=[O:15])[CH:10]=1)=[O:24]. The yield is 0.750. (4) The reactants are [CH3:1][O:2][C:3]1[CH:4]=[C:5]2[C:9](=[CH:10][CH:11]=1)[N:8]([CH3:12])[CH:7]=[C:6]2[C:13]1[N:28]([CH2:29][O:30][CH2:31][CH2:32][Si:33]([CH3:36])([CH3:35])[CH3:34])[C:16]2=[N:17][CH:18]=[C:19]([CH2:21][NH:22][C:23](=O)[N:24]([CH3:26])[CH3:25])[N:20]=[C:15]2[CH:14]=1.O=P(Cl)(Cl)Cl. The catalyst is ClCCCl. The product is [CH3:1][O:2][C:3]1[CH:4]=[C:5]2[C:9](=[CH:10][CH:11]=1)[N:8]([CH3:12])[CH:7]=[C:6]2[C:13]1[N:28]([CH2:29][O:30][CH2:31][CH2:32][Si:33]([CH3:35])([CH3:36])[CH3:34])[C:16]2[N:17]=[CH:18][C:19]3[N:20]([C:23]([N:24]([CH3:26])[CH3:25])=[N:22][CH:21]=3)[C:15]=2[CH:14]=1. The yield is 0.430. (5) The reactants are Br[C:2]1[C:10]2[C:9]([NH:11][C@H:12]([C:14]3[N:19]([C:20]4[CH:25]=[CH:24][CH:23]=[CH:22][CH:21]=4)[C:18](=[O:26])[C:17]4=[C:27]([CH3:30])[CH:28]=[CH:29][N:16]4[N:15]=3)[CH3:13])=[N:8][CH:7]=[N:6][C:5]=2[N:4]([CH2:31][O:32][CH2:33][CH2:34][Si:35]([CH3:38])([CH3:37])[CH3:36])[CH:3]=1.CC1(C)C(C)(C)OB([C:47]2[CH:52]=[CH:51][N:50]=[C:49]([NH2:53])[CH:48]=2)O1.C(=O)([O-])[O-].[Na+].[Na+]. The catalyst is C1C=CC([P]([Pd]([P](C2C=CC=CC=2)(C2C=CC=CC=2)C2C=CC=CC=2)([P](C2C=CC=CC=2)(C2C=CC=CC=2)C2C=CC=CC=2)[P](C2C=CC=CC=2)(C2C=CC=CC=2)C2C=CC=CC=2)(C2C=CC=CC=2)C2C=CC=CC=2)=CC=1. The product is [NH2:53][C:49]1[CH:48]=[C:47]([C:2]2[C:10]3[C:9]([NH:11][C@H:12]([C:14]4[N:19]([C:20]5[CH:25]=[CH:24][CH:23]=[CH:22][CH:21]=5)[C:18](=[O:26])[C:17]5=[C:27]([CH3:30])[CH:28]=[CH:29][N:16]5[N:15]=4)[CH3:13])=[N:8][CH:7]=[N:6][C:5]=3[N:4]([CH2:31][O:32][CH2:33][CH2:34][Si:35]([CH3:38])([CH3:37])[CH3:36])[CH:3]=2)[CH:52]=[CH:51][N:50]=1. The yield is 0.400. (6) The reactants are [Br:1][C:2]1[CH:7]=[CH:6][C:5]([C:8](=[O:13])[C:9]([F:12])([F:11])[F:10])=[CH:4][CH:3]=1.[BH4-].[Na+]. The catalyst is C1COCC1. The product is [Br:1][C:2]1[CH:7]=[CH:6][C:5]([CH:8]([OH:13])[C:9]([F:11])([F:12])[F:10])=[CH:4][CH:3]=1. The yield is 0.920. (7) The reactants are Br[C:2]1[CH:3]=[C:4]([O:9][C:10]2[C:11]([F:29])=[C:12]([CH2:17][NH:18][C:19]([C:21]3[NH:25][C:24]([CH2:26][CH3:27])=[N:23][C:22]=3[Cl:28])=[O:20])[CH:13]=[CH:14][C:15]=2[Cl:16])[CH:5]=[C:6]([Cl:8])[CH:7]=1.[CH:30]([B-](F)(F)F)=[CH2:31].[K+].C(N(CC)CC)C.O. The catalyst is C(O)CC.C1C=CC(P(C2C=CC=CC=2)[C-]2C=CC=C2)=CC=1.C1C=CC(P(C2C=CC=CC=2)[C-]2C=CC=C2)=CC=1.Cl[Pd]Cl.[Fe+2].C(Cl)Cl. The product is [Cl:28][C:22]1[N:23]=[C:24]([CH2:26][CH3:27])[NH:25][C:21]=1[C:19]([NH:18][CH2:17][C:12]1[CH:13]=[CH:14][C:15]([Cl:16])=[C:10]([O:9][C:4]2[CH:3]=[C:2]([CH:30]=[CH2:31])[CH:7]=[C:6]([Cl:8])[CH:5]=2)[C:11]=1[F:29])=[O:20]. The yield is 0.820. (8) The reactants are [O:1]1[CH2:6][CH:5]=[C:4]([C:7]2[CH:14]=[CH:13][C:10]([C:11]#[N:12])=[CH:9][CH:8]=2)[CH2:3][CH2:2]1. The catalyst is CCO.[Pd]. The product is [O:1]1[CH2:6][CH2:5][CH:4]([C:7]2[CH:14]=[CH:13][C:10]([C:11]#[N:12])=[CH:9][CH:8]=2)[CH2:3][CH2:2]1. The yield is 0.750. (9) The reactants are [N+:1]([C:4]1[CH:5]=[C:6]([C:13]([F:16])([F:15])[F:14])[CH:7]=[C:8]([CH:12]=1)[C:9]([OH:11])=[O:10])([O-:3])=[O:2].OS(O)(=O)=O.[CH3:22]O. No catalyst specified. The product is [CH3:22][O:10][C:9](=[O:11])[C:8]1[CH:7]=[C:6]([C:13]([F:14])([F:15])[F:16])[CH:5]=[C:4]([N+:1]([O-:3])=[O:2])[CH:12]=1. The yield is 0.860. (10) The reactants are [C:1]([CH2:3][P:4](=[O:11])([O:8][CH2:9][CH3:10])[O:5][CH2:6][CH3:7])#[N:2].[CH3:12][Si:13]([N-][Si:13]([CH3:15])([CH3:14])[CH3:12])([CH3:15])[CH3:14].[Na+].Br[CH2:23][C:24]([CH3:41])=[CH:25][CH2:26][C:27]1[C:35]([OH:36])=[C:34]2[C:30]([CH2:31][O:32][C:33]2=[O:37])=[C:29]([CH3:38])[C:28]=1[O:39][CH3:40].[Cl-].[NH4+].[CH2:44]1[CH2:48]OCC1. No catalyst specified. The product is [CH2:6]([O:5][P:4]([CH:3]([C:1]#[N:2])[CH2:23][C:24]([CH3:41])=[CH:25][CH2:26][C:27]1[C:35]([O:36][CH2:48][CH2:44][Si:13]([CH3:15])([CH3:14])[CH3:12])=[C:34]2[C:30](=[C:29]([CH3:38])[C:28]=1[O:39][CH3:40])[CH2:31][O:32][C:33]2=[O:37])(=[O:11])[O:8][CH2:9][CH3:10])[CH3:7]. The yield is 0.900.